From a dataset of Reaction yield outcomes from USPTO patents with 853,638 reactions. Predict the reaction yield, written as a fraction of the theoretical maximum amount of product (1.0 means a 100% yield; for example, 0.34 means a 34% yield). The reactants are [CH2:1]([NH:8][C:9]1[CH:14]=[C:13]([NH:15][C:16]2[CH:21]=[CH:20][C:19]([N:22]3[CH2:28][CH2:27][CH2:26][N:25](C(=O)C(F)(F)F)[CH2:24][CH2:23]3)=[CH:18][CH:17]=2)[N:12]=[CH:11][C:10]=1[CH2:35][C:36]([NH2:38])=[O:37])[C:2]1[CH:7]=[CH:6][CH:5]=[CH:4][CH:3]=1. The catalyst is CO.O1CCCC1.[OH-].[Na+].O. The product is [CH2:1]([NH:8][C:9]1[CH:14]=[C:13]([NH:15][C:16]2[CH:17]=[CH:18][C:19]([N:22]3[CH2:28][CH2:27][CH2:26][NH:25][CH2:24][CH2:23]3)=[CH:20][CH:21]=2)[N:12]=[CH:11][C:10]=1[CH2:35][C:36]([NH2:38])=[O:37])[C:2]1[CH:7]=[CH:6][CH:5]=[CH:4][CH:3]=1. The yield is 0.830.